From a dataset of Forward reaction prediction with 1.9M reactions from USPTO patents (1976-2016). Predict the product of the given reaction. (1) Given the reactants [SH:1][CH2:2][C:3]([NH:6][C:7](=[O:16])[O:8][CH2:9][C:10]1[CH:15]=[CH:14][CH:13]=[CH:12][CH:11]=1)([CH3:5])[CH3:4].[CH3:17]I, predict the reaction product. The product is: [CH3:4][C:3]([NH:6][C:7](=[O:16])[O:8][CH2:9][C:10]1[CH:15]=[CH:14][CH:13]=[CH:12][CH:11]=1)([CH3:5])[CH2:2][S:1][CH3:17]. (2) Given the reactants Br[C:2]1[CH:25]=[CH:24][C:5]2[C:6]3[N:7]=[C:8]([C:14]4[N:15]([CH2:19][C:20]([F:23])([F:22])[F:21])[N:16]=[CH:17][N:18]=4)[S:9][C:10]=3[CH2:11][CH2:12][O:13][C:4]=2[CH:3]=1.[N:26]1([CH2:32][CH2:33][NH:34][C:35]2[CH:40]=[CH:39][C:38](B3OC(C)(C)C(C)(C)O3)=[CH:37][N:36]=2)[CH2:31][CH2:30][O:29][CH2:28][CH2:27]1, predict the reaction product. The product is: [N:26]1([CH2:32][CH2:33][NH:34][C:35]2[CH:40]=[CH:39][C:38]([C:2]3[CH:25]=[CH:24][C:5]4[C:6]5[N:7]=[C:8]([C:14]6[N:15]([CH2:19][C:20]([F:22])([F:23])[F:21])[N:16]=[CH:17][N:18]=6)[S:9][C:10]=5[CH2:11][CH2:12][O:13][C:4]=4[CH:3]=3)=[CH:37][N:36]=2)[CH2:31][CH2:30][O:29][CH2:28][CH2:27]1.